The task is: Binary Classification. Given a miRNA mature sequence and a target amino acid sequence, predict their likelihood of interaction.. This data is from Experimentally validated miRNA-target interactions with 360,000+ pairs, plus equal number of negative samples. (1) Result: 1 (interaction). The protein sequence of the target gene is MQRELVGYPLSPAVRGKLVAAGFQTAEDVLEVKPSELSKEVGISKEEALETLQILRRECLTNKPRCAGTSVANEKCTALELLEQEHTQGFIITFCSALDNILGGGIPLMKTTEVCGVPGVGKTQLCMQLAVDVQIPECFGGVAGEAVFIDTEGSFMVDRVVSLATACIQHLHLIAGTHTEEEHQKALKDFTLENILSHIYYFRCHDYTELLAQVYLLPDFLSDHPKVQLVIIDGIAFPFRHDLEDLSLRTRLLNGLAQQMISLANNHRLAVILTNQMTTKIDKNQALLVPALGESWGHAA.... The miRNA is mmu-miR-149-5p with sequence UCUGGCUCCGUGUCUUCACUCCC. (2) The miRNA is hsa-miR-196b-3p with sequence UCGACAGCACGACACUGCCUUC. Result: 0 (no interaction). The protein sequence of the target gene is MGDTSEDASIHRLEGTDLDCQVGGLICKSKSAASEQHVFKAPAPRPSLLGLDLLASLKRREREEKDDGEDKKKSKVSSYKDWEESKDDQKDAEEEGGDQAGQNIRKDRHYRSARVETPSHPGGVSEEFWERSRQRERERREHGVYASSKEEKDWKKEKSRDRDYDRKRDRDERDRSRHSSRSERDGGSERSSRRNEPESPRHRPKDAATPSRSTWEEEDSGYGSSRRSQWESPSPTPSYRDSERSHRLSTRDRDRSVRGKYSDDTPLPTPSYKYNEWADDRRHLGSTPRLSRGRGRREEG....